Task: Binary Classification. Given a miRNA mature sequence and a target amino acid sequence, predict their likelihood of interaction.. Dataset: Experimentally validated miRNA-target interactions with 360,000+ pairs, plus equal number of negative samples Result: 0 (no interaction). The miRNA is hsa-miR-371b-5p with sequence ACUCAAAAGAUGGCGGCACUUU. The protein sequence of the target gene is MAGSSAEQAADYRSILSISDEAARVQALDQHLSTRSYIQGYSLSQADVDVFRQLSAPPADSRLFHVARWFRHIEALLGGPQGRDEPCRLQASKGRRVQPQWSPPAGTEPCRLRLYNSLTRNKDVFIPQDGKKVTWYCCGPTVYDASHMGHARSYISFDILRRVLRDYFQYDVFYCMNITDIDDKIIRRARQNYLFEQYREQKPPATQLLKDVRDAMKPFSVKLSETTDPDKRQMLERIQNSVKLATEPLEQAVRSSLSGEEVDSKVQVLLEEAKDLLSDWLDSTGGSEVTDNSIFSKLPK....